This data is from Full USPTO retrosynthesis dataset with 1.9M reactions from patents (1976-2016). The task is: Predict the reactants needed to synthesize the given product. (1) Given the product [C:1]([O:5][C:6](=[O:9])[NH:7][N:8]1[CH:12]=[CH:16][CH:15]=[CH:14]1)([CH3:4])([CH3:3])[CH3:2], predict the reactants needed to synthesize it. The reactants are: [C:1]([O:5][C:6](=[O:9])[NH:7][NH2:8])([CH3:4])([CH3:3])[CH3:2].CO[CH:12]1[CH2:16][CH2:15][CH:14](OC)O1.Cl.C(=O)(O)[O-].[Na+]. (2) Given the product [CH2:11]([O:13][C:14]([C:15]1[C:6]([C:5](=[O:10])[NH:4][CH:1]2[CH2:3][CH2:2]2)=[N:7][O:8][CH:16]=1)=[O:20])[CH3:12], predict the reactants needed to synthesize it. The reactants are: [CH:1]1([NH:4][C:5](=[O:10])[C:6](Cl)=[N:7][OH:8])[CH2:3][CH2:2]1.[CH2:11]([O:13][C:14](=[O:20])/[CH:15]=[CH:16]/N(C)C)[CH3:12].C(OCC)(=O)C. (3) Given the product [C:1]([O:6][CH2:7][CH2:8][O:9][CH2:10][CH2:11][OH:12])(=[O:5])[C:2]([CH3:4])=[CH2:3], predict the reactants needed to synthesize it. The reactants are: [C:1]([O:6][CH2:7][CH2:8][O:9][CH2:10][CH2:11][O:12]C=C)(=[O:5])[C:2]([CH3:4])=[CH2:3].O. (4) Given the product [C:1]([O:5][C:6](=[O:7])[NH:8][C@H:9]([C:10](=[O:11])[NH2:17])[CH2:13][C:14]#[CH:15])([CH3:4])([CH3:3])[CH3:2], predict the reactants needed to synthesize it. The reactants are: [C:1]([O:5][C:6]([NH:8][C@@H:9]([CH2:13][C:14]#[CH:15])[C:10](O)=[O:11])=[O:7])([CH3:4])([CH3:3])[CH3:2].C[N:17]1CCOCC1.ClC(OCC)=O.N. (5) The reactants are: [Br:1][C:2]1[CH:3]=[C:4]([CH:9]2[C:18]3[C:17](=[O:19])[NH:16][CH2:15][CH2:14][C:13]=3[NH:12][C:11]([CH3:20])=[C:10]2[C:21]([O:23][CH3:24])=[O:22])[CH:5]=[CH:6][C:7]=1[F:8].BrN1C(=O)CCC1=O. Given the product [Br:1][C:2]1[CH:3]=[C:4]([CH:9]2[C:18]3[C:17](=[O:19])[NH:16][CH:15]=[CH:14][C:13]=3[NH:12][C:11]([CH3:20])=[C:10]2[C:21]([O:23][CH3:24])=[O:22])[CH:5]=[CH:6][C:7]=1[F:8], predict the reactants needed to synthesize it.